This data is from Forward reaction prediction with 1.9M reactions from USPTO patents (1976-2016). The task is: Predict the product of the given reaction. (1) Given the reactants [CH3:1][N:2]1[C@@H:19]2[CH2:20][C:7]3[CH:8]=[CH:9][C:10]([O:22][CH3:23])=[C:11]4[O:12][C@H:13]5[C:14]([CH2:16][CH2:17][C@:18]2([OH:21])[C@:5]5([C:6]=34)[CH2:4][CH2:3]1)=[O:15].C(O)(=O)C.[ClH:28], predict the reaction product. The product is: [CH3:1][N:2]1[C@@H:19]2[CH2:20][C:7]3[CH:8]=[CH:9][C:10]([O:22][CH3:23])=[C:11]4[O:12][C@H:13]5[C:14]([CH2:16][CH2:17][C@:18]2([OH:21])[C@:5]5([C:6]=34)[CH2:4][CH2:3]1)=[O:15].[ClH:28]. (2) Given the reactants [OH:1][CH:2]([CH2:17][OH:18])[CH2:3][N:4]1[C:13]2[C:8](=[CH:9][CH:10]=[C:11]([O:14][CH3:15])[CH:12]=2)[N:7]=[CH:6][C:5]1=[O:16].[Si:19](Cl)([C:22]([CH3:25])([CH3:24])[CH3:23])([CH3:21])[CH3:20].C(N(CC)CC)C, predict the reaction product. The product is: [Si:19]([O:18][CH2:17][CH:2]([OH:1])[CH2:3][N:4]1[C:13]2[C:8](=[CH:9][CH:10]=[C:11]([O:14][CH3:15])[CH:12]=2)[N:7]=[CH:6][C:5]1=[O:16])([C:22]([CH3:25])([CH3:24])[CH3:23])([CH3:21])[CH3:20].